Dataset: Reaction yield outcomes from USPTO patents with 853,638 reactions. Task: Predict the reaction yield, written as a fraction of the theoretical maximum amount of product (1.0 means a 100% yield; for example, 0.34 means a 34% yield). No catalyst specified. The product is [CH2:16]([NH:22][S:12]([C:3]1[C:4]([Cl:11])=[CH:5][CH:6]=[C:7]([N+:8]([O-:10])=[O:9])[C:2]=1[Cl:1])(=[O:14])=[O:13])[C@H:17]1[O:21][CH2:20][CH2:19][CH2:18]1. The yield is 0.990. The reactants are [Cl:1][C:2]1[C:7]([N+:8]([O-:10])=[O:9])=[CH:6][CH:5]=[C:4]([Cl:11])[C:3]=1[S:12](Cl)(=[O:14])=[O:13].[CH2:16]([NH2:22])[C@H:17]1[O:21][CH2:20][CH2:19][CH2:18]1.C(N(CC)CC)C.